This data is from NCI-60 drug combinations with 297,098 pairs across 59 cell lines. The task is: Regression. Given two drug SMILES strings and cell line genomic features, predict the synergy score measuring deviation from expected non-interaction effect. (1) Drug 2: CCCCCOC(=O)NC1=NC(=O)N(C=C1F)C2C(C(C(O2)C)O)O. Synergy scores: CSS=4.25, Synergy_ZIP=-2.89, Synergy_Bliss=-2.63, Synergy_Loewe=0.321, Synergy_HSA=0.144. Cell line: LOX IMVI. Drug 1: CC1=C(C=C(C=C1)NC2=NC=CC(=N2)N(C)C3=CC4=NN(C(=C4C=C3)C)C)S(=O)(=O)N.Cl. (2) Drug 1: CCN(CC)CCNC(=O)C1=C(NC(=C1C)C=C2C3=C(C=CC(=C3)F)NC2=O)C. Drug 2: CN(C(=O)NC(C=O)C(C(C(CO)O)O)O)N=O. Cell line: TK-10. Synergy scores: CSS=2.98, Synergy_ZIP=-2.35, Synergy_Bliss=-3.68, Synergy_Loewe=-16.1, Synergy_HSA=-4.01. (3) Drug 1: C1=CN(C(=O)N=C1N)C2C(C(C(O2)CO)O)O.Cl. Drug 2: COC1=NC(=NC2=C1N=CN2C3C(C(C(O3)CO)O)O)N. Cell line: NCI-H226. Synergy scores: CSS=12.5, Synergy_ZIP=-4.91, Synergy_Bliss=-1.59, Synergy_Loewe=-2.29, Synergy_HSA=-2.16. (4) Drug 1: CC1=C(C=C(C=C1)NC(=O)C2=CC=C(C=C2)CN3CCN(CC3)C)NC4=NC=CC(=N4)C5=CN=CC=C5. Drug 2: CC12CCC3C(C1CCC2O)C(CC4=C3C=CC(=C4)O)CCCCCCCCCS(=O)CCCC(C(F)(F)F)(F)F. Cell line: SNB-75. Synergy scores: CSS=-2.96, Synergy_ZIP=1.13, Synergy_Bliss=-0.245, Synergy_Loewe=-4.05, Synergy_HSA=-4.19. (5) Drug 1: CN1CCC(CC1)COC2=C(C=C3C(=C2)N=CN=C3NC4=C(C=C(C=C4)Br)F)OC. Drug 2: C1=NC2=C(N=C(N=C2N1C3C(C(C(O3)CO)O)O)F)N. Cell line: SK-OV-3. Synergy scores: CSS=13.6, Synergy_ZIP=-8.62, Synergy_Bliss=-1.66, Synergy_Loewe=-7.98, Synergy_HSA=-2.08. (6) Synergy scores: CSS=56.1, Synergy_ZIP=-9.43, Synergy_Bliss=-8.80, Synergy_Loewe=-5.61, Synergy_HSA=-3.82. Cell line: SF-295. Drug 1: C1=C(C(=O)NC(=O)N1)F. Drug 2: C1=CC(=CC=C1CCCC(=O)O)N(CCCl)CCCl. (7) Drug 1: C1CC(C1)(C2=CC=C(C=C2)C3=C(C=C4C(=N3)C=CN5C4=NNC5=O)C6=CC=CC=C6)N. Drug 2: C1CCC(C(C1)[NH-])[NH-].C(=O)(C(=O)[O-])[O-].[Pt+4]. Cell line: SW-620. Synergy scores: CSS=37.1, Synergy_ZIP=-4.60, Synergy_Bliss=-7.01, Synergy_Loewe=-7.55, Synergy_HSA=-2.95. (8) Drug 1: COC1=C(C=C2C(=C1)N=CN=C2NC3=CC(=C(C=C3)F)Cl)OCCCN4CCOCC4. Drug 2: CC1OCC2C(O1)C(C(C(O2)OC3C4COC(=O)C4C(C5=CC6=C(C=C35)OCO6)C7=CC(=C(C(=C7)OC)O)OC)O)O. Cell line: OVCAR3. Synergy scores: CSS=49.7, Synergy_ZIP=-0.509, Synergy_Bliss=2.34, Synergy_Loewe=6.21, Synergy_HSA=8.36. (9) Drug 1: CC1C(C(CC(O1)OC2CC(CC3=C2C(=C4C(=C3O)C(=O)C5=C(C4=O)C(=CC=C5)OC)O)(C(=O)C)O)N)O.Cl. Drug 2: CN(C)C1=NC(=NC(=N1)N(C)C)N(C)C. Cell line: OVCAR-8. Synergy scores: CSS=26.6, Synergy_ZIP=-2.38, Synergy_Bliss=7.63, Synergy_Loewe=-29.8, Synergy_HSA=3.04. (10) Drug 1: CCC1=C2CN3C(=CC4=C(C3=O)COC(=O)C4(CC)O)C2=NC5=C1C=C(C=C5)O. Drug 2: C1CC(=O)NC(=O)C1N2C(=O)C3=CC=CC=C3C2=O. Cell line: MALME-3M. Synergy scores: CSS=8.83, Synergy_ZIP=-0.521, Synergy_Bliss=4.24, Synergy_Loewe=-2.12, Synergy_HSA=2.03.